This data is from Reaction yield outcomes from USPTO patents with 853,638 reactions. The task is: Predict the reaction yield, written as a fraction of the theoretical maximum amount of product (1.0 means a 100% yield; for example, 0.34 means a 34% yield). The reactants are [CH3:1][O:2][C:3]1[CH:10]=[C:9]([O:11][CH:12]2[CH2:17][CH2:16][CH2:15][CH2:14][O:13]2)[CH:8]=[C:7]([CH3:18])[C:4]=1[CH:5]=O.[NH:19]1[CH2:24][CH2:23][CH2:22][CH2:21][CH2:20]1.C(O[BH-](OC(=O)C)OC(=O)C)(=O)C.[Na+]. The catalyst is C(Cl)Cl. The product is [CH3:1][O:2][C:3]1[CH:10]=[C:9]([O:11][CH:12]2[CH2:17][CH2:16][CH2:15][CH2:14][O:13]2)[CH:8]=[C:7]([CH3:18])[C:4]=1[CH2:5][N:19]1[CH2:24][CH2:23][CH2:22][CH2:21][CH2:20]1. The yield is 1.00.